Task: Predict the product of the given reaction.. Dataset: Forward reaction prediction with 1.9M reactions from USPTO patents (1976-2016) Given the reactants [Br:1][C:2]1[CH:10]=[CH:9][C:5]([C:6]([OH:8])=[O:7])=[C:4]([Cl:11])[CH:3]=1.O[N:13]1[C:17](=[O:18])[CH2:16][CH2:15][C:14]1=[O:19].CCN=C=NCCCN(C)C.Cl, predict the reaction product. The product is: [Br:1][C:2]1[CH:10]=[CH:9][C:5]([C:6]([O:8][N:13]2[C:17](=[O:18])[CH2:16][CH2:15][C:14]2=[O:19])=[O:7])=[C:4]([Cl:11])[CH:3]=1.